From a dataset of Reaction yield outcomes from USPTO patents with 853,638 reactions. Predict the reaction yield, written as a fraction of the theoretical maximum amount of product (1.0 means a 100% yield; for example, 0.34 means a 34% yield). (1) The reactants are [C:1]([O:5][C:6]([NH:8][CH2:9][C:10]1[CH:18]=[CH:17][C:13]([C:14]([OH:16])=O)=[CH:12][C:11]=1[F:19])=[O:7])([CH3:4])([CH3:3])[CH3:2].[CH3:20][N:21]1[C:30]2[NH:29][C:28]3[CH:31]=[C:32]([CH3:35])[CH:33]=[CH:34][C:27]=3[NH:26][CH2:25][C:24]=2[CH:23]=[N:22]1.CCN(C(C)C)C(C)C. The catalyst is ClCCl.CN(C1C=CN=CC=1)C. The product is [C:1]([O:5][C:6](=[O:7])[NH:8][CH2:9][C:10]1[CH:18]=[CH:17][C:13]([C:14]([N:26]2[CH2:25][C:24]3[CH:23]=[N:22][N:21]([CH3:20])[C:30]=3[NH:29][C:28]3[CH:31]=[C:32]([CH3:35])[CH:33]=[CH:34][C:27]2=3)=[O:16])=[CH:12][C:11]=1[F:19])([CH3:2])([CH3:3])[CH3:4]. The yield is 0.590. (2) The reactants are [Li+].[CH3:2]C([N-]C(C)C)C.[CH2:9]1[CH2:14][CH2:13][CH2:12][CH2:11]C1.[C:15]([O:20][CH2:21][CH3:22])(=[O:19])C(C)C.C(Br)C#C.[NH4+].[Cl-]. The catalyst is C1COCC1. The product is [CH3:2][C:12]([CH3:11])([CH2:13][C:14]#[CH:9])[C:15]([O:20][CH2:21][CH3:22])=[O:19]. The yield is 0.950. (3) The reactants are N([O-])=O.[Na+].[CH3:5][O:6][C:7]([C:9]1[CH:14]=[CH:13][C:12]([C:15]2[CH:20]=[CH:19][C:18]([O:21][CH3:22])=[CH:17][C:16]=2N)=[CH:11][CH:10]=1)=[O:8].[BrH:24]. The catalyst is CS(C)=O.C(=O)([O-])[O-].[K+].[K+].O. The product is [CH3:5][O:6][C:7]([C:9]1[CH:14]=[CH:13][C:12]([C:15]2[CH:20]=[CH:19][C:18]([O:21][CH3:22])=[CH:17][C:16]=2[Br:24])=[CH:11][CH:10]=1)=[O:8]. The yield is 0.310. (4) The reactants are [CH2:1]([O:8][C:9]([N:11]1[CH2:15][C@H:14]([O:16][C:17]([CH3:20])([CH3:19])[CH3:18])[CH2:13][C@H:12]1[C:21](O)=[O:22])=[O:10])[C:2]1[CH:7]=[CH:6][CH:5]=[CH:4][CH:3]=1.[CH3:24][O:25][CH:26]([O:29][CH3:30])[CH2:27][NH2:28].CCN=C=NCCCN(C)C.Cl.C1C=CC2N(O)N=NC=2C=1.C(N(CC)CC)C. The catalyst is ClCCl.O. The product is [CH2:1]([O:8][C:9]([N:11]1[CH2:15][C@H:14]([O:16][C:17]([CH3:19])([CH3:20])[CH3:18])[CH2:13][C@H:12]1[C:21](=[O:22])[NH:28][CH2:27][CH:26]([O:29][CH3:30])[O:25][CH3:24])=[O:10])[C:2]1[CH:3]=[CH:4][CH:5]=[CH:6][CH:7]=1. The yield is 0.316. (5) The reactants are [CH2:1]([N:8]1[CH:12]=[C:11]([C:13](OCC)=[O:14])[C:10]([O:18][CH2:19][C:20]2[CH:25]=[CH:24][C:23]([O:26][CH2:27][C:28]3[N:29]=[C:30]([C:34]4[O:35][CH:36]=[CH:37][CH:38]=4)[O:31][C:32]=3[CH3:33])=[C:22]([Cl:39])[CH:21]=2)=[N:9]1)[C:2]1[CH:7]=[CH:6][CH:5]=[CH:4][CH:3]=1.[H-].[Al+3].[Li+].[H-].[H-].[H-].O.O.O.O.O.O.O.O.O.O.S([O-])([O-])(=O)=O.[Na+].[Na+]. The catalyst is O1CCCC1.C(OCC)(=O)C. The product is [CH2:1]([N:8]1[CH:12]=[C:11]([CH2:13][OH:14])[C:10]([O:18][CH2:19][C:20]2[CH:25]=[CH:24][C:23]([O:26][CH2:27][C:28]3[N:29]=[C:30]([C:34]4[O:35][CH:36]=[CH:37][CH:38]=4)[O:31][C:32]=3[CH3:33])=[C:22]([Cl:39])[CH:21]=2)=[N:9]1)[C:2]1[CH:3]=[CH:4][CH:5]=[CH:6][CH:7]=1. The yield is 0.920. (6) The reactants are [CH3:1][O:2][C:3](=[O:15])[C:4]1[CH:13]=[C:12]([OH:14])[CH:11]=[C:6]([C:7]([O:9][CH3:10])=[O:8])[CH:5]=1.[C:16]1(B(O)O)[C:25]2[C:20](=[CH:21][CH:22]=[CH:23][CH:24]=2)[CH:19]=[CH:18][CH:17]=1.CCN(CC)CC. The catalyst is C(Cl)Cl. The product is [CH3:10][O:9][C:7](=[O:8])[C:6]1[CH:11]=[C:12]([O:14][C:18]2[CH:17]=[CH:16][C:25]3[C:20](=[CH:21][CH:22]=[CH:23][CH:24]=3)[CH:19]=2)[CH:13]=[C:4]([C:3]([O:2][CH3:1])=[O:15])[CH:5]=1. The yield is 0.760. (7) The reactants are Cl[C:2]1[CH:10]=[CH:9][C:5]([C:6]([OH:8])=[O:7])=[CH:4][C:3]=1[N+:11]([O-:13])=[O:12].[CH3:14][NH2:15].S(=O)(=O)(O)O. No catalyst specified. The product is [CH3:14][NH:15][C:2]1[CH:10]=[CH:9][C:5]([C:6]([OH:8])=[O:7])=[CH:4][C:3]=1[N+:11]([O-:13])=[O:12]. The yield is 0.955. (8) The reactants are Cl[C:2]1[C:7]([N+:8]([O-:10])=[O:9])=[CH:6][CH:5]=[CH:4][C:3]=1[N+:11]([O-:13])=[O:12].O1C=C[CH:16]=[C:15]1P(C1OC=CC=1)C1OC=CC=1.[Cl-].[Li+].C([Sn](CCCC)(CCCC)C=C)CCC. The catalyst is CN(C)C=O.C1C=CC(/C=C/C(/C=C/C2C=CC=CC=2)=O)=CC=1.C1C=CC(/C=C/C(/C=C/C2C=CC=CC=2)=O)=CC=1.C1C=CC(/C=C/C(/C=C/C2C=CC=CC=2)=O)=CC=1.[Pd].[Pd].[Cu]I. The product is [N+:11]([C:3]1[CH:4]=[CH:5][CH:6]=[C:7]([N+:8]([O-:10])=[O:9])[C:2]=1[CH:15]=[CH2:16])([O-:13])=[O:12]. The yield is 0.700. (9) The reactants are [CH2:1]([N:8]1[CH:16]=[C:15]2[C:10]([CH:11]=[C:12]([C:17]3[CH:18]=[C:19]([CH2:27][CH:28]4[CH2:33][O:32][CH2:31][CH2:30][NH:29]4)[N:20]4[C:25]=3[C:24]([NH2:26])=[N:23][CH:22]=[N:21]4)[CH:13]=[CH:14]2)=[N:9]1)[C:2]1[CH:7]=[CH:6][CH:5]=[CH:4][CH:3]=1.CC(O)=O.C(O[C:41]1(O[Si](C)(C)C)[CH2:43][CH2:42]1)C.C([BH3-])#N.[Na+].[OH-].[Na+]. The catalyst is CO. The product is [CH2:1]([N:8]1[CH:16]=[C:15]2[C:10]([CH:11]=[C:12]([C:17]3[CH:18]=[C:19]([CH2:27][CH:28]4[CH2:33][O:32][CH2:31][CH2:30][N:29]4[CH:41]4[CH2:43][CH2:42]4)[N:20]4[C:25]=3[C:24]([NH2:26])=[N:23][CH:22]=[N:21]4)[CH:13]=[CH:14]2)=[N:9]1)[C:2]1[CH:7]=[CH:6][CH:5]=[CH:4][CH:3]=1. The yield is 0.440. (10) The reactants are [CH3:1][C:2]1[CH:7]=[C:6]([CH3:8])[CH:5]=[CH:4][C:3]=1[NH:9][C:10](=O)[CH2:11][N:12]([CH2:19][C:20]1[CH:36]=[CH:35][C:23]([O:24][C:25]([CH3:34])([CH3:33])[C:26]([O:28][C:29]([CH3:32])([CH3:31])[CH3:30])=[O:27])=[CH:22][CH:21]=1)[CH2:13][C:14]1[O:15][CH:16]=[CH:17][CH:18]=1.B.CSC.C(=O)([O-])[O-].[Na+].[Na+]. The catalyst is C1(C)C=CC=CC=1.O1CCCC1. The product is [CH3:1][C:2]1[CH:7]=[C:6]([CH3:8])[CH:5]=[CH:4][C:3]=1[NH:9][CH2:10][CH2:11][N:12]([CH2:19][C:20]1[CH:21]=[CH:22][C:23]([O:24][C:25]([CH3:34])([CH3:33])[C:26]([O:28][C:29]([CH3:30])([CH3:31])[CH3:32])=[O:27])=[CH:35][CH:36]=1)[CH2:13][C:14]1[O:15][CH:16]=[CH:17][CH:18]=1. The yield is 0.370.